This data is from Reaction yield outcomes from USPTO patents with 853,638 reactions. The task is: Predict the reaction yield, written as a fraction of the theoretical maximum amount of product (1.0 means a 100% yield; for example, 0.34 means a 34% yield). (1) The reactants are [CH3:1][O:2][C:3]1[CH:15]=[CH:14][C:6]([CH2:7][NH:8][C:9]2[N:10]=[CH:11][S:12][CH:13]=2)=[CH:5][CH:4]=1.C[Si]([N-][Si](C)(C)C)(C)C.[Li+].[Cl:26][C:27]1[C:36]2[C:31](=[CH:32][C:33]([S:37](OC3C(F)=C(F)C(F)=C(F)C=3F)(=[O:39])=[O:38])=[CH:34][CH:35]=2)[CH:30]=[CH:29][N:28]=1. The catalyst is C1COCC1. The product is [Cl:26][C:27]1[C:36]2[C:31](=[CH:32][C:33]([S:37]([N:8]([CH2:7][C:6]3[CH:5]=[CH:4][C:3]([O:2][CH3:1])=[CH:15][CH:14]=3)[C:9]3[N:10]=[CH:11][S:12][CH:13]=3)(=[O:39])=[O:38])=[CH:34][CH:35]=2)[CH:30]=[CH:29][N:28]=1. The yield is 0.671. (2) The reactants are C([O:5][C:6]1[CH:11]=[N:10][CH:9]=[C:8]([CH2:12][CH2:13][N:14]2[CH2:19][CH2:18][CH:17]([CH2:20][O:21][C:22]3[CH:27]=[CH:26][CH:25]=[CH:24][C:23]=3[F:28])[CH2:16][CH2:15]2)[N:7]=1)(C)(C)C.C(=O)([O-])[O-].[Na+].[Na+].ClCCl. The catalyst is C(OCC)(=O)C.Cl.C(OCC)(=O)C. The product is [F:28][C:23]1[CH:24]=[CH:25][CH:26]=[CH:27][C:22]=1[O:21][CH2:20][CH:17]1[CH2:16][CH2:15][N:14]([CH2:13][CH2:12][C:8]2[NH:7][C:6](=[O:5])[CH:11]=[N:10][CH:9]=2)[CH2:19][CH2:18]1. The yield is 0.790. (3) The reactants are [C:1]([O:5][C:6]([N:8]1[CH2:13][CH2:12][N:11]([C:14]2[CH:15]=[C:16]3[C:21](=[CH:22][CH:23]=2)[N:20]=[C:19]([C:24]([O:26]CC)=[O:25])[CH:18]=[N:17]3)[CH2:10][CH2:9]1)=[O:7])([CH3:4])([CH3:3])[CH3:2].[OH-].[Na+]. The catalyst is CCO.C1COCC1. The product is [C:1]([O:5][C:6]([N:8]1[CH2:9][CH2:10][N:11]([C:14]2[CH:15]=[C:16]3[C:21](=[CH:22][CH:23]=2)[N:20]=[C:19]([C:24]([OH:26])=[O:25])[CH:18]=[N:17]3)[CH2:12][CH2:13]1)=[O:7])([CH3:4])([CH3:2])[CH3:3]. The yield is 0.560.